Task: Predict which catalyst facilitates the given reaction.. Dataset: Catalyst prediction with 721,799 reactions and 888 catalyst types from USPTO (1) Reactant: [NH2:1][C:2]1[CH:3]=[C:4]([NH:8]/[C:9](=[C:16]2\[C:17](=[O:25])[NH:18][C:19]3[C:24]\2=[CH:23][CH:22]=[CH:21][CH:20]=3)/[C:10]2[CH:15]=[CH:14][CH:13]=[CH:12][CH:11]=2)[CH:5]=[CH:6][CH:7]=1.[CH:26](OCC)=[O:27]. Product: [CH:26]([NH:1][C:2]1[CH:3]=[C:4]([NH:8]/[C:9](=[C:16]2\[C:17](=[O:25])[NH:18][C:19]3[C:24]\2=[CH:23][CH:22]=[CH:21][CH:20]=3)/[C:10]2[CH:15]=[CH:14][CH:13]=[CH:12][CH:11]=2)[CH:5]=[CH:6][CH:7]=1)=[O:27]. The catalyst class is: 3. (2) Reactant: [NH2:1][CH2:2][C:3]1[CH:12]=[CH:11][C:6]([C:7]([O:9][CH3:10])=[O:8])=[CH:5][CH:4]=1.[CH3:13][S:14](Cl)(=[O:16])=[O:15]. Product: [CH3:13][S:14]([NH:1][CH2:2][C:3]1[CH:4]=[CH:5][C:6]([C:7]([O:9][CH3:10])=[O:8])=[CH:11][CH:12]=1)(=[O:16])=[O:15]. The catalyst class is: 2.